Dataset: Reaction yield outcomes from USPTO patents with 853,638 reactions. Task: Predict the reaction yield, written as a fraction of the theoretical maximum amount of product (1.0 means a 100% yield; for example, 0.34 means a 34% yield). (1) The product is [Cl:34][C:22]1[N:23]=[CH:24][N:25]([CH2:26][O:27][CH2:28][CH2:29][Si:30]([CH3:31])([CH3:32])[CH3:33])[C:21]=1[C:19]([NH:18][CH2:17][C:12]1[CH:13]=[CH:14][C:15]([Cl:16])=[C:10]([O:9][C:4]2[CH:3]=[C:2]([CH3:36])[CH:7]=[C:6]([Cl:8])[CH:5]=2)[C:11]=1[F:35])=[O:20]. The yield is 0.750. The catalyst is C1COCC1.CCOC(C)=O. The reactants are Br[C:2]1[CH:3]=[C:4]([O:9][C:10]2[C:11]([F:35])=[C:12]([CH2:17][NH:18][C:19]([C:21]3[N:25]([CH2:26][O:27][CH2:28][CH2:29][Si:30]([CH3:33])([CH3:32])[CH3:31])[CH:24]=[N:23][C:22]=3[Cl:34])=[O:20])[CH:13]=[CH:14][C:15]=2[Cl:16])[CH:5]=[C:6]([Cl:8])[CH:7]=1.[CH3:36]C(C[AlH]CC(C)C)C.C[Zn]C. (2) The product is [NH2:3][C:6]1[CH:11]=[CH:10][C:9]([N:12]2[CH:17]=[CH:16][CH:15]=[CH:14][C:13]2=[O:18])=[CH:8][CH:7]=1. The reactants are [Cl-].[NH4+].[N+:3]([C:6]1[CH:11]=[CH:10][C:9]([N:12]2[CH:17]=[CH:16][CH:15]=[CH:14][C:13]2=[O:18])=[CH:8][CH:7]=1)([O-])=O. The yield is 0.790. The catalyst is O.CO.C1COCC1.[Zn]. (3) The reactants are Br[C:2]1[CH:9]=[CH:8][C:5]([CH:6]=[O:7])=[CH:4][CH:3]=1.[C:10]([O:14][CH3:15])(=[O:13])[CH:11]=[CH2:12].C1(C)C=CC=CC=1P(C1C=CC=CC=1C)C1C=CC=CC=1C.C(N(CC)CC)C. The catalyst is C([O-])(=O)C.[Pd+2].C([O-])(=O)C.O.CC(N(C)C)=O. The product is [CH:6]([C:5]1[CH:8]=[CH:9][C:2](/[CH:12]=[CH:11]/[C:10]([O:14][CH3:15])=[O:13])=[CH:3][CH:4]=1)=[O:7]. The yield is 0.830. (4) The reactants are [CH3:1][O:2][C:3](=[O:12])[C:4]1[C:9](I)=[CH:8][CH:7]=[CH:6][C:5]=1[F:11].C([Mg]Cl)(C)C.C(O[B:22]1[O:26][C:25]([CH3:28])([CH3:27])[C:24]([CH3:30])([CH3:29])[O:23]1)(C)C.[NH4+].[Cl-]. The catalyst is C1COCC1. The product is [CH3:1][O:2][C:3](=[O:12])[C:4]1[C:9]([B:22]2[O:26][C:25]([CH3:28])([CH3:27])[C:24]([CH3:30])([CH3:29])[O:23]2)=[CH:8][CH:7]=[CH:6][C:5]=1[F:11]. The yield is 0.750. (5) The reactants are [N+:1]([C:4]1[CH:5]=[C:6]([CH:12]=[CH:13][CH:14]=1)[O:7][CH2:8][C:9]([OH:11])=O)([O-:3])=[O:2].[Ar].O=S(Cl)Cl.[C:20]([N:27]1[CH2:32][CH2:31][NH:30][CH2:29][CH2:28]1)([O:22][C:23]([CH3:26])([CH3:25])[CH3:24])=[O:21].C(=O)([O-])[O-].[Na+].[Na+]. The catalyst is CC(N(C)C)=O. The product is [C:23]([O:22][C:20]([N:27]1[CH2:32][CH2:31][N:30]([C:9](=[O:11])[CH2:8][O:7][C:6]2[CH:12]=[CH:13][CH:14]=[C:4]([N+:1]([O-:3])=[O:2])[CH:5]=2)[CH2:29][CH2:28]1)=[O:21])([CH3:26])([CH3:24])[CH3:25]. The yield is 1.00. (6) The product is [ClH:35].[N:30]1([CH2:29][CH2:28][CH2:27][NH:26][C:6]([NH:7][C:8]2[S:9][C:10]3[C:16]([C:17]4[CH:18]=[CH:19][CH:20]=[CH:21][CH:22]=4)=[CH:15][CH:14]=[C:13]([O:23][CH3:24])[C:11]=3[N:12]=2)=[O:5])[CH:34]=[CH:33][N:32]=[CH:31]1. No catalyst specified. The yield is 0.720. The reactants are C([O:5][C:6](=O)[NH:7][C:8]1[S:9][C:10]2[C:16]([C:17]3[CH:22]=[CH:21][CH:20]=[CH:19][CH:18]=3)=[CH:15][CH:14]=[C:13]([O:23][CH3:24])[C:11]=2[N:12]=1)(C)(C)C.[NH2:26][CH2:27][CH2:28][CH2:29][N:30]1[CH:34]=[CH:33][N:32]=[CH:31]1.[ClH:35].CCO. (7) The reactants are [F:1][C:2]1[C:10]([O:11][CH2:12][C:13]2[S:14][CH:15]=[C:16]([C:18]3[CH:23]=[CH:22][CH:21]=[C:20]([O:24]C)[CH:19]=3)[N:17]=2)=[CH:9][CH:8]=[C:7]([F:26])[C:3]=1[C:4]([NH2:6])=[O:5].B(Br)(Br)Br.C([O-])(O)=O.[Na+]. The catalyst is C(Cl)Cl. The product is [F:1][C:2]1[C:10]([O:11][CH2:12][C:13]2[S:14][CH:15]=[C:16]([C:18]3[CH:23]=[CH:22][CH:21]=[C:20]([OH:24])[CH:19]=3)[N:17]=2)=[CH:9][CH:8]=[C:7]([F:26])[C:3]=1[C:4]([NH2:6])=[O:5]. The yield is 0.330.